This data is from Forward reaction prediction with 1.9M reactions from USPTO patents (1976-2016). The task is: Predict the product of the given reaction. (1) Given the reactants CN(C)CCO.C([Li])CCC.[C:12]1([C:18]2[CH:23]=[CH:22][CH:21]=[CH:20][N:19]=2)[CH:17]=[CH:16][CH:15]=[CH:14][CH:13]=1.C(Br)(Br)(Br)[Br:25], predict the reaction product. The product is: [Br:25][C:20]1[CH:21]=[CH:22][CH:23]=[C:18]([C:12]2[CH:13]=[CH:14][CH:15]=[CH:16][CH:17]=2)[N:19]=1. (2) Given the reactants [CH3:1][N:2]1[C:8]2[CH:9]=[CH:10][C:11]([C:13]3[CH:18]=[CH:17][CH:16]=[CH:15][CH:14]=3)=[CH:12][C:7]=2[C:6]([C:19]2[CH:24]=[CH:23][CH:22]=[C:21]([N+:25]([O-])=O)[CH:20]=2)=[N:5][CH2:4][C:3]1=[O:28], predict the reaction product. The product is: [NH2:25][C:21]1[CH:20]=[C:19]([C:6]2[C:7]3[CH:12]=[C:11]([C:13]4[CH:14]=[CH:15][CH:16]=[CH:17][CH:18]=4)[CH:10]=[CH:9][C:8]=3[N:2]([CH3:1])[C:3](=[O:28])[CH2:4][N:5]=2)[CH:24]=[CH:23][CH:22]=1. (3) The product is: [C:1]([O:5][C:6]([N:8]1[CH2:13][CH2:12][N:11]([CH:29]2[CH2:30][N:27]([CH:14]([C:15]3[CH:20]=[CH:19][CH:18]=[CH:17][CH:16]=3)[C:21]3[CH:26]=[CH:25][CH:24]=[CH:23][CH:22]=3)[CH2:28]2)[CH2:10][CH2:9]1)=[O:7])([CH3:4])([CH3:2])[CH3:3]. Given the reactants [C:1]([O:5][C:6]([N:8]1[CH2:13][CH2:12][NH:11][CH2:10][CH2:9]1)=[O:7])([CH3:4])([CH3:3])[CH3:2].[CH:14]([N:27]1[CH2:30][CH:29](OS(C)(=O)=O)[CH2:28]1)([C:21]1[CH:26]=[CH:25][CH:24]=[CH:23][CH:22]=1)[C:15]1[CH:20]=[CH:19][CH:18]=[CH:17][CH:16]=1, predict the reaction product. (4) Given the reactants [CH2:1]([NH:15][C:16](=O)[CH2:17][CH2:18][CH2:19][CH2:20][CH2:21][CH2:22][CH2:23][CH2:24][CH2:25][CH2:26][CH2:27][CH2:28][CH3:29])[CH2:2][CH2:3][CH2:4][CH2:5][CH2:6][CH2:7][CH2:8][CH2:9][CH2:10][CH2:11][CH2:12][CH2:13][CH3:14].B.C1COCC1.Cl.[OH-].[Na+], predict the reaction product. The product is: [CH2:16]([NH:15][CH2:1][CH2:2][CH2:3][CH2:4][CH2:5][CH2:6][CH2:7][CH2:8][CH2:9][CH2:10][CH2:11][CH2:12][CH2:13][CH3:14])[CH2:17][CH2:18][CH2:19][CH2:20][CH2:21][CH2:22][CH2:23][CH2:24][CH2:25][CH2:26][CH2:27][CH2:28][CH3:29]. (5) Given the reactants Cl[C:2]1[N:7]=[C:6]([NH:8][CH3:9])[C:5]([C:10]([F:13])([F:12])[F:11])=[CH:4][N:3]=1.[Br:14][C:15]1[CH:21]=[CH:20][C:18]([NH2:19])=[C:17]([O:22][CH3:23])[CH:16]=1.C1(C)C=CC(S(O)(=O)=O)=CC=1, predict the reaction product. The product is: [Br:14][C:15]1[CH:21]=[CH:20][C:18]([NH:19][C:2]2[N:7]=[C:6]([NH:8][CH3:9])[C:5]([C:10]([F:13])([F:12])[F:11])=[CH:4][N:3]=2)=[C:17]([O:22][CH3:23])[CH:16]=1. (6) Given the reactants [CH3:1][O:2][C:3]1[C:4]([CH3:31])=[C:5]([C:22]([O:29][CH3:30])=[C:23]([O:27][CH3:28])[C:24]=1[O:25][CH3:26])[CH2:6][C:7]1[CH:8]=[CH:9][C:10]([C:16]2[CH:17]=[N:18][CH:19]=[CH:20][CH:21]=2)=[C:11]([CH:15]=1)[C:12](O)=[O:13].[NH:32]1[CH2:37][CH2:36][O:35][CH2:34][CH2:33]1.CCN=C=NCCCN(C)C.Cl, predict the reaction product. The product is: [CH3:1][O:2][C:3]1[C:4]([CH3:31])=[C:5]([C:22]([O:29][CH3:30])=[C:23]([O:27][CH3:28])[C:24]=1[O:25][CH3:26])[CH2:6][C:7]1[CH:8]=[CH:9][C:10]([C:16]2[CH:17]=[N:18][CH:19]=[CH:20][CH:21]=2)=[C:11]([CH:15]=1)[C:12]([N:32]1[CH2:37][CH2:36][O:35][CH2:34][CH2:33]1)=[O:13]. (7) Given the reactants Br[C:2]1[CH:3]=[C:4]([CH:21]=[C:22]([Cl:24])[CH:23]=1)[CH2:5][O:6][C:7]1[CH:12]=[CH:11][CH:10]=[CH:9][C:8]=1[CH2:13][C:14]([O:16][C:17]([CH3:20])([CH3:19])[CH3:18])=[O:15].[F:25][C:26]([F:30])([F:29])[CH2:27][NH2:28].C([O-])([O-])=O.[Cs+].[Cs+], predict the reaction product. The product is: [Cl:24][C:22]1[CH:21]=[C:4]([CH:3]=[C:2]([NH:28][CH2:27][C:26]([F:30])([F:29])[F:25])[CH:23]=1)[CH2:5][O:6][C:7]1[CH:12]=[CH:11][CH:10]=[CH:9][C:8]=1[CH2:13][C:14]([O:16][C:17]([CH3:20])([CH3:19])[CH3:18])=[O:15].